Dataset: Full USPTO retrosynthesis dataset with 1.9M reactions from patents (1976-2016). Task: Predict the reactants needed to synthesize the given product. (1) The reactants are: [CH:1]1([CH2:6][C:7]([OH:9])=O)[CH2:5][CH2:4][CH2:3][CH2:2]1.Cl.C[O:12][C:13](=[O:17])[C@H:14]([CH3:16])[NH2:15]. Given the product [CH:1]1([CH2:6][C:7]([NH:15][C@H:14]([C:13]([OH:17])=[O:12])[CH3:16])=[O:9])[CH2:2][CH2:3][CH2:4][CH2:5]1, predict the reactants needed to synthesize it. (2) Given the product [NH2:1][C:2]1[C:3]2[CH2:14][N:13]([C:15]([O:17][C:18]([CH3:21])([CH3:20])[CH3:19])=[O:16])[C:12]([CH3:23])([CH3:22])[C:4]=2[NH:5][N:6]=1, predict the reactants needed to synthesize it. The reactants are: [NH2:1][C:2]1[C:3]2[CH2:14][N:13]([C:15]([O:17][C:18]([CH3:21])([CH3:20])[CH3:19])=[O:16])[C:12]([CH3:23])([CH3:22])[C:4]=2[N:5](C(OCC)=O)[N:6]=1.[Li+].[OH-].